From a dataset of Forward reaction prediction with 1.9M reactions from USPTO patents (1976-2016). Predict the product of the given reaction. (1) The product is: [CH3:29][Si:28]([C:26]#[C:27][C:2]1[NH:6][C:5]([C@@H:7]2[CH2:11][CH2:10][CH2:9][N:8]2[C:12]([O:14][C:15]([CH3:18])([CH3:17])[CH3:16])=[O:13])=[N:4][CH:3]=1)([CH3:31])[CH3:30]. Given the reactants I[C:2]1[NH:6][C:5]([C@@H:7]2[CH2:11][CH2:10][CH2:9][N:8]2[C:12]([O:14][C:15]([CH3:18])([CH3:17])[CH3:16])=[O:13])=[N:4][CH:3]=1.C(N(CC)CC)C.[C:26]([Si:28]([CH3:31])([CH3:30])[CH3:29])#[CH:27], predict the reaction product. (2) Given the reactants Cl[C:2]1[N:7]=[C:6]([C:8]2[N:12]3[CH:13]=[CH:14][CH:15]=[CH:16][C:11]3=[N:10][C:9]=2[C:17]2[CH:18]=[C:19]([CH:31]=[CH:32][CH:33]=2)[C:20]([NH:22][C:23]2[C:28]([F:29])=[CH:27][CH:26]=[CH:25][C:24]=2[F:30])=[O:21])[CH:5]=[CH:4][N:3]=1.[CH3:34][O:35][C:36]1[CH:42]=[C:41]([N:43]2[CH2:48][CH2:47][CH:46]([N:49]3[CH2:54][CH2:53][O:52][CH2:51][CH2:50]3)[CH2:45][CH2:44]2)[CH:40]=[CH:39][C:37]=1[NH2:38].C1(C)C=CC(S(O)(=O)=O)=CC=1, predict the reaction product. The product is: [F:30][C:24]1[CH:25]=[CH:26][CH:27]=[C:28]([F:29])[C:23]=1[NH:22][C:20](=[O:21])[C:19]1[CH:31]=[CH:32][CH:33]=[C:17]([C:9]2[N:10]=[C:11]3[CH:16]=[CH:15][CH:14]=[CH:13][N:12]3[C:8]=2[C:6]2[CH:5]=[CH:4][N:3]=[C:2]([NH:38][C:37]3[CH:39]=[CH:40][C:41]([N:43]4[CH2:48][CH2:47][CH:46]([N:49]5[CH2:54][CH2:53][O:52][CH2:51][CH2:50]5)[CH2:45][CH2:44]4)=[CH:42][C:36]=3[O:35][CH3:34])[N:7]=2)[CH:18]=1. (3) Given the reactants [F:1][C:2]1[C:14]([NH:15][CH2:16][C:17]2[CH:22]=[CH:21][CH:20]=[C:19]([C:23]3[CH:28]=[CH:27][CH:26]=[C:25]([F:29])[CH:24]=3)[CH:18]=2)=[C:13]([F:30])[CH:12]=[CH:11][C:3]=1[O:4][CH2:5][C:6]([O:8]CC)=[O:7].[OH-].[Na+].O, predict the reaction product. The product is: [F:1][C:2]1[C:14]([NH:15][CH2:16][C:17]2[CH:22]=[CH:21][CH:20]=[C:19]([C:23]3[CH:28]=[CH:27][CH:26]=[C:25]([F:29])[CH:24]=3)[CH:18]=2)=[C:13]([F:30])[CH:12]=[CH:11][C:3]=1[O:4][CH2:5][C:6]([OH:8])=[O:7].